This data is from Reaction yield outcomes from USPTO patents with 853,638 reactions. The task is: Predict the reaction yield, written as a fraction of the theoretical maximum amount of product (1.0 means a 100% yield; for example, 0.34 means a 34% yield). The reactants are [CH2:1]([O:3][C:4](=[O:17])/[CH:5]=[C:6](/[O:8][C:9]1[CH:14]=[CH:13][CH:12]=[C:11]([O:15][CH3:16])[CH:10]=1)\[CH3:7])[CH3:2].[Br:18]N1C(=O)CCC1=O.C(OOC(=O)C1C=CC=CC=1)(=O)C1C=CC=CC=1. The catalyst is C(Cl)(Cl)(Cl)Cl. The product is [CH2:1]([O:3][C:4](=[O:17])/[CH:5]=[C:6](/[O:8][C:9]1[CH:14]=[CH:13][CH:12]=[C:11]([O:15][CH3:16])[CH:10]=1)\[CH2:7][Br:18])[CH3:2]. The yield is 0.550.